This data is from NCI-60 drug combinations with 297,098 pairs across 59 cell lines. The task is: Regression. Given two drug SMILES strings and cell line genomic features, predict the synergy score measuring deviation from expected non-interaction effect. (1) Drug 1: C1=NC(=NC(=O)N1C2C(C(C(O2)CO)O)O)N. Drug 2: C1C(C(OC1N2C=NC(=NC2=O)N)CO)O. Cell line: SNB-19. Synergy scores: CSS=24.4, Synergy_ZIP=6.18, Synergy_Bliss=8.12, Synergy_Loewe=6.62, Synergy_HSA=9.93. (2) Drug 1: C1CCC(C(C1)N)N.C(=O)(C(=O)[O-])[O-].[Pt+4]. Drug 2: C(CN)CNCCSP(=O)(O)O. Cell line: U251. Synergy scores: CSS=23.5, Synergy_ZIP=-4.65, Synergy_Bliss=2.59, Synergy_Loewe=-13.1, Synergy_HSA=0.601. (3) Drug 1: CC(CN1CC(=O)NC(=O)C1)N2CC(=O)NC(=O)C2. Drug 2: C1CC(=O)NC(=O)C1N2C(=O)C3=CC=CC=C3C2=O. Cell line: SF-295. Synergy scores: CSS=35.1, Synergy_ZIP=0.100, Synergy_Bliss=8.62, Synergy_Loewe=7.46, Synergy_HSA=8.83. (4) Drug 1: C1=NC2=C(N=C(N=C2N1C3C(C(C(O3)CO)O)F)Cl)N. Drug 2: CC(C)NC(=O)C1=CC=C(C=C1)CNNC.Cl. Cell line: NCI-H322M. Synergy scores: CSS=-1.91, Synergy_ZIP=0.690, Synergy_Bliss=-1.53, Synergy_Loewe=-1.51, Synergy_HSA=-3.62. (5) Drug 1: CS(=O)(=O)C1=CC(=C(C=C1)C(=O)NC2=CC(=C(C=C2)Cl)C3=CC=CC=N3)Cl. Drug 2: CCC1(CC2CC(C3=C(CCN(C2)C1)C4=CC=CC=C4N3)(C5=C(C=C6C(=C5)C78CCN9C7C(C=CC9)(C(C(C8N6C=O)(C(=O)OC)O)OC(=O)C)CC)OC)C(=O)OC)O.OS(=O)(=O)O. Cell line: OVCAR-5. Synergy scores: CSS=15.9, Synergy_ZIP=2.82, Synergy_Bliss=7.69, Synergy_Loewe=4.25, Synergy_HSA=6.44.